Dataset: Full USPTO retrosynthesis dataset with 1.9M reactions from patents (1976-2016). Task: Predict the reactants needed to synthesize the given product. (1) Given the product [N:33]1[CH:34]=[CH:35][CH:36]=[CH:37][C:32]=1[S:29]([CH:15]([NH:16][CH2:17][C:18]1[CH:19]=[CH:20][C:21]([C:24]2[S:25][CH:26]=[CH:27][N:28]=2)=[CH:22][CH:23]=1)[C:11]1[N:10]=[C:9]([NH:8][CH2:38][C:39]([O:41][CH2:42][CH3:43])=[O:40])[CH:14]=[CH:13][CH:12]=1)(=[O:31])=[O:30], predict the reactants needed to synthesize it. The reactants are: C(OC([N:8]([CH2:38][C:39]([O:41][C:42](C)(C)[CH3:43])=[O:40])[C:9]1[CH:14]=[CH:13][CH:12]=[C:11]([CH:15]([S:29]([C:32]2[CH:37]=[CH:36][CH:35]=[CH:34][N:33]=2)(=[O:31])=[O:30])[NH:16][CH2:17][C:18]2[CH:23]=[CH:22][C:21]([C:24]3[S:25][CH:26]=[CH:27][N:28]=3)=[CH:20][CH:19]=2)[N:10]=1)=O)(C)(C)C.Cl.C(O)C. (2) Given the product [NH2:8][C:9]([C:23]1[CH:24]=[C:25]([F:30])[CH:26]=[C:27]([F:29])[CH:28]=1)([CH3:22])[CH2:10][NH:11][C:12]1([C:18]([O:20][CH3:21])=[O:19])[CH2:17][CH2:16][CH2:15][CH2:14][CH2:13]1, predict the reactants needed to synthesize it. The reactants are: C(OC([NH:8][C:9]([C:23]1[CH:28]=[C:27]([F:29])[CH:26]=[C:25]([F:30])[CH:24]=1)([CH3:22])[CH2:10][NH:11][C:12]1([C:18]([O:20][CH3:21])=[O:19])[CH2:17][CH2:16][CH2:15][CH2:14][CH2:13]1)=O)(C)(C)C.Cl.C([O-])(O)=O.[Na+].